This data is from Full USPTO retrosynthesis dataset with 1.9M reactions from patents (1976-2016). The task is: Predict the reactants needed to synthesize the given product. (1) Given the product [F:31][C:26]1[CH:27]=[CH:28][CH:29]=[CH:30][C:25]=1[C:22]1[CH:23]=[CH:24][C:19]([O:18][CH2:17][C:14]2[CH:13]=[CH:12][C:11]([C:9]3[CH:10]=[C:5]([CH2:4][C:3]([OH:36])=[O:2])[CH:6]=[N:7][CH:8]=3)=[CH:16][CH:15]=2)=[CH:20][C:21]=1[C:32]([F:35])([F:33])[F:34], predict the reactants needed to synthesize it. The reactants are: C[O:2][C:3](=[O:36])[CH2:4][C:5]1[CH:6]=[N:7][CH:8]=[C:9]([C:11]2[CH:16]=[CH:15][C:14]([CH2:17][O:18][C:19]3[CH:24]=[CH:23][C:22]([C:25]4[CH:30]=[CH:29][CH:28]=[CH:27][C:26]=4[F:31])=[C:21]([C:32]([F:35])([F:34])[F:33])[CH:20]=3)=[CH:13][CH:12]=2)[CH:10]=1.[OH-].[Na+]. (2) Given the product [F:36][C:37]1[CH:45]=[CH:44][CH:43]=[C:42]2[C:38]=1[CH:39]=[C:40]([C:2]1[C:7](=[O:8])[N:6]([CH3:56])[CH:9]=[C:4]([C:10]3[C:11]([N:30]([CH3:35])[S:31]([CH3:34])(=[O:33])=[O:32])=[CH:12][C:13]4[O:17][C:16]([C:18]5[CH:23]=[CH:22][C:21]([F:24])=[CH:20][CH:19]=5)=[C:15]([C:25]([NH:27][CH3:28])=[O:26])[C:14]=4[CH:29]=3)[CH:3]=1)[NH:41]2, predict the reactants needed to synthesize it. The reactants are: Cl[C:2]1[C:7](=[O:8])[N:6]([CH3:9])N=[C:4]([C:10]2[C:11]([N:30]([CH3:35])[S:31]([CH3:34])(=[O:33])=[O:32])=[CH:12][C:13]3[O:17][C:16]([C:18]4[CH:23]=[CH:22][C:21]([F:24])=[CH:20][CH:19]=4)=[C:15]([C:25]([NH:27][CH3:28])=[O:26])[C:14]=3[CH:29]=2)[CH:3]=1.[F:36][C:37]1[CH:45]=[CH:44][CH:43]=[C:42]2[C:38]=1[CH:39]=[C:40](B1OC(C)(C)C(C)(C)O1)[NH:41]2.O1CCOC[CH2:56]1. (3) Given the product [ClH:1].[F:2][C:3]1[CH:8]=[N:7][CH:6]=[C:5]([O:9][CH:10]2[CH2:15][CH2:14][NH:13][CH2:12][CH2:11]2)[CH:4]=1, predict the reactants needed to synthesize it. The reactants are: [ClH:1].[F:2][C:3]1[CH:4]=[C:5]([O:9][CH:10]2[CH2:15][CH2:14][N:13](C(OC(C)(C)C)=O)[CH2:12][CH2:11]2)[CH:6]=[N:7][CH:8]=1. (4) The reactants are: [F:1][C:2]([F:18])([F:17])[C:3]([O:5][CH2:6][C:7]1[C:8]2[C:15](C)=[CH:14][CH:13]=[CH:12][C:9]=2[S:10][CH:11]=1)=[O:4].[C:19]1(C)C=CC=CC=1. Given the product [F:18][C:2]([F:1])([F:17])[C:3]([O:5][CH2:6][C:7]1[C:8]2[CH:15]=[CH:14][C:13]([CH3:19])=[CH:12][C:9]=2[S:10][CH:11]=1)=[O:4], predict the reactants needed to synthesize it.